This data is from CYP2C9 inhibition data for predicting drug metabolism from PubChem BioAssay. The task is: Regression/Classification. Given a drug SMILES string, predict its absorption, distribution, metabolism, or excretion properties. Task type varies by dataset: regression for continuous measurements (e.g., permeability, clearance, half-life) or binary classification for categorical outcomes (e.g., BBB penetration, CYP inhibition). Dataset: cyp2c9_veith. (1) The drug is Cc1cccc(NC2=NC(=S)N(c3ccc(C(=O)O)cc3)C23CCCCC3)c1. The result is 1 (inhibitor). (2) The result is 0 (non-inhibitor). The compound is CCOC(=O)N/N=C1/C[C@@H](O)[C@@H](O)[C@H]2[C@@H]1CC[C@@H]1C(=O)N(C(C)(C)C)C(=O)[C@H]12.